Dataset: Forward reaction prediction with 1.9M reactions from USPTO patents (1976-2016). Task: Predict the product of the given reaction. (1) Given the reactants [F:1][C:2]1[C:11](C([O-])=O)=[CH:10][CH:9]=[CH:8][C:3]=1[C:4]([O:6][CH3:7])=[O:5].CC[N:17]([CH2:20]C)CC.C1(P(N=[N+]=[N-])(C2C=CC=CC=2)=[O:29])C=CC=CC=1.[C:39]([OH:43])([CH3:42])([CH3:41])[CH3:40], predict the reaction product. The product is: [C:39]([O:43][C:20]([NH:17][C:11]1[C:2]([F:1])=[C:3]([CH:8]=[CH:9][CH:10]=1)[C:4]([O:6][CH3:7])=[O:5])=[O:29])([CH3:42])([CH3:41])[CH3:40]. (2) The product is: [CH:1]1[C:10]2[C:5](=[CH:6][C:7]([C:11]3[S:15][C:14]([NH:16][C:61]([C@H:51]4[C@@H:52]([C:55]5[CH:56]=[CH:57][CH:58]=[CH:59][CH:60]=5)[CH2:53][CH2:54][N:50]4[C:48]([O:47][C:43]([CH3:46])([CH3:45])[CH3:44])=[O:49])=[O:62])=[N:13][N:12]=3)=[CH:8][CH:9]=2)[CH:4]=[CH:3][N:2]=1. Given the reactants [CH:1]1[C:10]2[C:5](=[CH:6][C:7]([C:11]3[S:15][C:14]([NH2:16])=[N:13][N:12]=3)=[CH:8][CH:9]=2)[CH:4]=[CH:3][N:2]=1.C1C2C(=CC(C(O)=O)=CC=2)C=CN=1.ClC1C=NC=C2SC(C(O)=O)=CC=12.[C:43]([O:47][C:48]([N:50]1[CH2:54][CH2:53][C@H:52]([C:55]2[CH:60]=[CH:59][CH:58]=[CH:57][CH:56]=2)[C@@H:51]1[C:61](O)=[O:62])=[O:49])([CH3:46])([CH3:45])[CH3:44].C(Cl)CCl.C1C=CC2N(O)N=NC=2C=1.CCN(C(C)C)C(C)C.[NH4+].[Cl-], predict the reaction product. (3) The product is: [Br:29][C:30]1[C:35]([NH:36][C:37]2[CH:38]=[N:39][CH:40]=[C:41]([F:43])[CH:42]=2)=[C:34]([NH:44][C:4](=[O:6])[C@@H:2]([NH:1][C:7](=[O:8])[O:9][C:10]([CH3:13])([CH3:12])[CH3:11])[CH3:3])[CH:33]=[CH:32][CH:31]=1. Given the reactants [NH:1]([C:7]([O:9][C:10]([CH3:13])([CH3:12])[CH3:11])=[O:8])[C@H:2]([C:4]([OH:6])=O)[CH3:3].CN1CCOCC1.ClC(OCC(C)C)=O.[Br:29][C:30]1[CH:31]=[CH:32][CH:33]=[C:34]([NH2:44])[C:35]=1[NH:36][C:37]1[CH:38]=[N:39][CH:40]=[C:41]([F:43])[CH:42]=1.[NH4+].[Cl-], predict the reaction product. (4) Given the reactants [CH3:1][O:2][C:3]1[CH:8]=[CH:7][C:6]([N+:9]([O-:11])=[O:10])=[CH:5][C:4]=1[C:12]1[N:16]([CH3:17])[N:15]=[CH:14][CH:13]=1.C1C(=O)N([Br:25])C(=O)C1.CCOC(C)=O.CCCCCC, predict the reaction product. The product is: [Br:25][C:13]1[CH:14]=[N:15][N:16]([CH3:17])[C:12]=1[C:4]1[CH:5]=[C:6]([N+:9]([O-:11])=[O:10])[CH:7]=[CH:8][C:3]=1[O:2][CH3:1]. (5) Given the reactants [N+](C1C=CC(O[C:11](=[O:36])[NH:12][CH:13]([CH3:35])[C:14]#[C:15][C:16]2[S:20][C:19]([O:21][C:22]3[CH:27]=[CH:26][C:25]([O:28][C:29]4[CH:34]=[CH:33][CH:32]=[CH:31][CH:30]=4)=[CH:24][CH:23]=3)=[N:18][CH:17]=2)=CC=1)([O-])=O.[C:37]([NH:44][CH2:45][CH2:46][NH2:47])([O:39][C:40]([CH3:43])([CH3:42])[CH3:41])=[O:38], predict the reaction product. The product is: [CH3:35][CH:13]([NH:12][C:11]([NH:47][CH2:46][CH2:45][NH:44][C:37](=[O:38])[O:39][C:40]([CH3:42])([CH3:41])[CH3:43])=[O:36])[C:14]#[C:15][C:16]1[S:20][C:19]([O:21][C:22]2[CH:23]=[CH:24][C:25]([O:28][C:29]3[CH:30]=[CH:31][CH:32]=[CH:33][CH:34]=3)=[CH:26][CH:27]=2)=[N:18][CH:17]=1. (6) Given the reactants N1CC(=O)NC1=O.N1CC(=O)NC1=O.[NH2:15][C@H:16]([C:21]([OH:23])=[O:22])[C@H:17]([CH2:19][CH3:20])[CH3:18].C(N[C@@H](C(O)=O)[C@H](CC)C)(=O)N, predict the reaction product. The product is: [NH2:15][C@@H:16]([C:21]([OH:23])=[O:22])[C@H:17]([CH2:19][CH3:20])[CH3:18]. (7) Given the reactants [C:1]([O:5][C:6]([N:8]1[CH2:13][CH2:12][C:11]([C:20]2[CH:24]=[C:23]([NH2:25])[N:22]([C:26]([CH3:29])([CH3:28])[CH3:27])[N:21]=2)([C:14]2[CH:19]=[CH:18][CH:17]=[CH:16][CH:15]=2)[CH2:10][CH2:9]1)=[O:7])([CH3:4])([CH3:3])[CH3:2].[C:30]([NH:40][C@H:41]([C:43](O)=[O:44])[CH3:42])([O:32][CH2:33][C:34]1[CH:39]=[CH:38][CH:37]=[CH:36][CH:35]=1)=[O:31].O=P(Cl)(Cl)Cl.Cl, predict the reaction product. The product is: [C:1]([O:5][C:6]([N:8]1[CH2:13][CH2:12][C:11]([C:20]2[CH:24]=[C:23]([NH:25][C:43](=[O:44])[CH:41]([NH:40][C:30]([O:32][CH2:33][C:34]3[CH:39]=[CH:38][CH:37]=[CH:36][CH:35]=3)=[O:31])[CH3:42])[N:22]([C:26]([CH3:29])([CH3:28])[CH3:27])[N:21]=2)([C:14]2[CH:15]=[CH:16][CH:17]=[CH:18][CH:19]=2)[CH2:10][CH2:9]1)=[O:7])([CH3:4])([CH3:2])[CH3:3].